Dataset: Forward reaction prediction with 1.9M reactions from USPTO patents (1976-2016). Task: Predict the product of the given reaction. (1) Given the reactants Cl[C:2]1[N:7]=[CH:6][C:5]([N:8]([CH3:22])[C:9](=[O:21])[C:10]([C:13]2[CH:18]=[C:17]([Cl:19])[CH:16]=[C:15]([Cl:20])[CH:14]=2)([CH3:12])[CH3:11])=[C:4]([C:23]2[CH:28]=[CH:27][CH:26]=[CH:25][C:24]=2[Cl:29])[CH:3]=1.[CH2:30]([CH2:32][NH2:33])[OH:31], predict the reaction product. The product is: [Cl:29][C:24]1[CH:25]=[CH:26][CH:27]=[CH:28][C:23]=1[C:4]1[CH:3]=[C:2]([NH:33][CH2:32][CH2:30][OH:31])[N:7]=[CH:6][C:5]=1[N:8]([CH3:22])[C:9](=[O:21])[C:10]([C:13]1[CH:18]=[C:17]([Cl:19])[CH:16]=[C:15]([Cl:20])[CH:14]=1)([CH3:11])[CH3:12]. (2) Given the reactants [CH2:1]([N:8]1[CH2:13][CH2:12][C:11](=[O:14])[CH2:10][CH2:9]1)[C:2]1[CH:7]=[CH:6][CH:5]=[CH:4][CH:3]=1.[Si](OS(C(F)(F)F)(=O)=O)(C)(C)C.[CH:27]1[CH:41]=[C:40]2[C:30]([CH:31](O)[C:32]3[C:37]([CH:38]=[CH:39]2)=[CH:36][CH:35]=[CH:34][CH:33]=3)=[CH:29][CH:28]=1.C(=O)(O)[O-].[Na+], predict the reaction product. The product is: [CH2:1]([N:8]1[CH2:13][CH2:12][C:11](=[O:14])[CH:10]([CH:31]2[C:32]3[CH:33]=[CH:34][CH:35]=[CH:36][C:37]=3[CH:38]=[CH:39][C:40]3[CH:41]=[CH:27][CH:28]=[CH:29][C:30]2=3)[CH2:9]1)[C:2]1[CH:3]=[CH:4][CH:5]=[CH:6][CH:7]=1. (3) Given the reactants [NH:1]1[CH2:6][CH2:5][CH2:4][CH2:3][CH:2]1[CH2:7][OH:8].[CH:9](O)=O.[H-].[Al+3].[Li+].[H-].[H-].[H-], predict the reaction product. The product is: [CH3:9][N:1]1[CH2:6][CH2:5][CH2:4][CH2:3][CH:2]1[CH2:7][OH:8]. (4) Given the reactants [C:1]([C:3]1[CH:17]=[CH:16][C:6]([O:7][CH:8]2[CH:13]3[CH2:14][CH2:15][N:10]([CH2:11][CH2:12]3)[CH2:9]2)=[CH:5][CH:4]=1)#[CH:2].FC(F)(F)C([NH:22][C:23]1[CH:28]=[CH:27][CH:26]=[CH:25][C:24]=1I)=O.C1C=CC(P(C2C=CC=CC=2)C2C=CC=CC=2)=CC=1.[O-]P([O-])([O-])=O.[K+].[K+].[K+], predict the reaction product. The product is: [N:10]12[CH2:15][CH2:14][CH:13]([CH2:12][CH2:11]1)[CH:8]([O:7][C:6]1[CH:16]=[CH:17][C:3]([C:1]3[NH:22][C:23]4[C:28]([CH:2]=3)=[CH:27][CH:26]=[CH:25][CH:24]=4)=[CH:4][CH:5]=1)[CH2:9]2. (5) Given the reactants [NH2:1][C:2]1[CH:7]=[CH:6][C:5]([CH:8]2[O:13][CH2:12][CH2:11][N:10]([C:14]([O:16][C:17]([CH3:20])([CH3:19])[CH3:18])=[O:15])[CH2:9]2)=[CH:4][C:3]=1[Cl:21].Cl[C:23]1[N:28]=[CH:27][C:26]([CH:29]2[CH2:31][CH2:30]2)=[CH:25][N:24]=1.C(=O)([O-])[O-].[Cs+].[Cs+], predict the reaction product. The product is: [Cl:21][C:3]1[CH:4]=[C:5]([CH:8]2[O:13][CH2:12][CH2:11][N:10]([C:14]([O:16][C:17]([CH3:18])([CH3:20])[CH3:19])=[O:15])[CH2:9]2)[CH:6]=[CH:7][C:2]=1[NH:1][C:23]1[N:28]=[CH:27][C:26]([CH:29]2[CH2:31][CH2:30]2)=[CH:25][N:24]=1. (6) Given the reactants [F:1][C:2]1[CH:3]=[CH:4][C:5]2[N:9]=[C:8]([CH3:10])[N:7]([C:11]3[C:19]4[O:18][CH2:17][C@@H:16]([N:20](C(=O)C(F)(F)F)[C:21]5[CH:34]=[CH:33][C:24]6[C@H:25]([CH2:28][C:29]([O:31]C)=[O:30])[CH2:26][O:27][C:23]=6[CH:22]=5)[C:15]=4[CH:14]=[CH:13][CH:12]=3)[C:6]=2[CH:41]=1.[OH-].[Na+].Cl, predict the reaction product. The product is: [F:1][C:2]1[CH:3]=[CH:4][C:5]2[N:9]=[C:8]([CH3:10])[N:7]([C:11]3[C:19]4[O:18][CH2:17][C@@H:16]([NH:20][C:21]5[CH:34]=[CH:33][C:24]6[C@H:25]([CH2:28][C:29]([OH:31])=[O:30])[CH2:26][O:27][C:23]=6[CH:22]=5)[C:15]=4[CH:14]=[CH:13][CH:12]=3)[C:6]=2[CH:41]=1. (7) The product is: [O:20]1[CH2:25][CH2:24][CH:23]([C:26]2[CH:31]=[CH:30][C:29]([O:4][C:1](=[O:3])[N:10]([CH3:11])[C@H:9]3[CH2:8][NH:7][C:6]3=[O:5])=[CH:28][CH:27]=2)[CH2:22][CH2:21]1. Given the reactants [C:1]([O-:4])(=[O:3])C.[O:5]=[C:6]1[C@@H:9]([NH3+:10])[CH2:8][NH:7]1.[CH3:11]CN(C(C)C)C(C)C.[O:20]1[CH2:25][CH2:24][CH:23]([C:26]2[CH:31]=[CH:30][C:29](C3C=CN(C([O-])=O)C(=O)C=3C)=[CH:28][CH:27]=2)[CH2:22][CH2:21]1, predict the reaction product.